This data is from Full USPTO retrosynthesis dataset with 1.9M reactions from patents (1976-2016). The task is: Predict the reactants needed to synthesize the given product. (1) Given the product [CH3:39][N:14]([CH3:13])[C:15]([C:17]1[N:22]=[CH:21][C:20]([O:23][C:24]2[C:29]3[CH:30]=[C:31]([CH3:33])[O:32][C:28]=3[CH:27]=[C:26]([C:34](=[O:35])[NH:8][C:5]3[CH:4]=[N:3][C:2]([CH3:1])=[CH:7][N:6]=3)[CH:25]=2)=[CH:19][N:18]=1)=[O:16], predict the reactants needed to synthesize it. The reactants are: [CH3:1][C:2]1[N:3]=[CH:4][C:5]([NH2:8])=[N:6][CH:7]=1.[Al](Cl)(C)C.[CH3:13][N:14]([CH3:39])[C:15]([C:17]1[N:22]=[CH:21][C:20]([O:23][C:24]2[C:29]3[CH:30]=[C:31]([CH3:33])[O:32][C:28]=3[CH:27]=[C:26]([C:34](OCC)=[O:35])[CH:25]=2)=[CH:19][N:18]=1)=[O:16].CC1CCCO1. (2) Given the product [NH2:6][C:5]1[CH:7]=[C:8]([C:9]([F:12])([F:11])[F:10])[C:2]([C:28]2[CH:29]=[CH:30][C:31]([O:32][CH2:33][CH:34]3[CH2:35][N:36]([C:38]([O:40][C:41]([CH3:44])([CH3:43])[CH3:42])=[O:39])[CH2:37]3)=[CH:45][CH:46]=2)=[C:3]([Cl:13])[CH:4]=1, predict the reactants needed to synthesize it. The reactants are: Br[C:2]1[C:8]([C:9]([F:12])([F:11])[F:10])=[CH:7][C:5]([NH2:6])=[CH:4][C:3]=1[Cl:13].C(=O)([O-])[O-].[Na+].[Na+].CC1(C)C(C)(C)OB([C:28]2[CH:46]=[CH:45][C:31]([O:32][CH2:33][CH:34]3[CH2:37][N:36]([C:38]([O:40][C:41]([CH3:44])([CH3:43])[CH3:42])=[O:39])[CH2:35]3)=[CH:30][CH:29]=2)O1.O. (3) The reactants are: Cl.Cl.[NH2:3][C:4]1[CH:5]=[CH:6][C:7]([N:11]2[CH2:16][CH2:15][CH2:14][C@@H:13]([C:17]([N:19]3[CH2:23][CH2:22][CH2:21][CH2:20]3)=[O:18])[CH2:12]2)=[N:8][C:9]=1[NH2:10].[CH:24]([C:26]1[CH:27]=[C:28]([CH:31]=[CH:32][CH:33]=1)[C:29]#[N:30])=O.S(S([O-])=O)([O-])=O.[Na+].[Na+].O. Given the product [N:19]1([C:17]([C@@H:13]2[CH2:14][CH2:15][CH2:16][N:11]([C:7]3[N:8]=[C:9]4[NH:10][C:24]([C:26]5[CH:27]=[C:28]([CH:31]=[CH:32][CH:33]=5)[C:29]#[N:30])=[N:3][C:4]4=[CH:5][CH:6]=3)[CH2:12]2)=[O:18])[CH2:23][CH2:22][CH2:21][CH2:20]1, predict the reactants needed to synthesize it. (4) Given the product [F:13][C:14]([F:16])([F:15])[CH:9]([C:8]1[CH:11]=[CH:12][C:5]([S:2]([CH3:1])(=[O:3])=[O:4])=[CH:6][CH:7]=1)[OH:10], predict the reactants needed to synthesize it. The reactants are: [CH3:1][S:2]([C:5]1[CH:12]=[CH:11][C:8]([CH:9]=[O:10])=[CH:7][CH:6]=1)(=[O:4])=[O:3].[F:13][C:14]([Si](C)(C)C)([F:16])[F:15].Cl.C(=O)(O)[O-].[Na+].